Dataset: Forward reaction prediction with 1.9M reactions from USPTO patents (1976-2016). Task: Predict the product of the given reaction. (1) Given the reactants [Br:1][C:2]1[CH:3]=[C:4]([Cl:9])[C:5](Cl)=[N:6][CH:7]=1.[OH-].[K+].[C:12]([CH2:14]C(OCC)=O)#[N:13].Cl.[OH-].[Na+], predict the reaction product. The product is: [Br:1][C:2]1[CH:3]=[C:4]([Cl:9])[C:5]([CH2:14][C:12]#[N:13])=[N:6][CH:7]=1. (2) Given the reactants [NH:1]1[CH2:5][CH2:4][C@@H:3]([NH:6][C:7](=[O:13])[O:8][C:9]([CH3:12])([CH3:11])[CH3:10])[CH2:2]1.[CH3:14][O:15][C:16]1[CH:17]=[C:18]([CH:21]=[CH:22][CH:23]=1)[CH:19]=O.C(O[BH-](OC(=O)C)OC(=O)C)(=O)C.[Na+].C([O-])(O)=O.[Na+], predict the reaction product. The product is: [CH3:14][O:15][C:16]1[CH:17]=[C:18]([CH:21]=[CH:22][CH:23]=1)[CH2:19][N:1]1[CH2:5][CH2:4][C@@H:3]([NH:6][C:7](=[O:13])[O:8][C:9]([CH3:10])([CH3:12])[CH3:11])[CH2:2]1. (3) Given the reactants [F:1][C:2]1[CH:3]=[C:4]([CH2:12][C:13]([OH:15])=O)[CH:5]=[C:6]([C:8]([F:11])([F:10])[F:9])[CH:7]=1.C(N1[CH:27]=[CH:26]N=C1)(N1C=CN=C1)=O.C[NH:29][C:30]1[C:31]([C:36]2[CH:41]=[C:40]([N:42]3[CH2:47][CH2:46][O:45][CH2:44][CH2:43]3)[C:39]([CH3:48])=[CH:38][CH:37]=2)=[N:32][CH:33]=CC=1.[CH3:49]N(C)C=O, predict the reaction product. The product is: [F:1][C:2]1[CH:3]=[C:4]([CH2:12][C:13]([N:32]([CH3:33])[C:31]2[CH:30]=[N:29][C:40]([N:42]3[CH2:43][CH2:44][O:45][CH2:46][CH2:47]3)=[CH:41][C:36]=2[C:37]2[CH:38]=[CH:39][CH:48]=[CH:49][C:26]=2[CH3:27])=[O:15])[CH:5]=[C:6]([C:8]([F:9])([F:10])[F:11])[CH:7]=1. (4) Given the reactants [CH3:1][O:2][C:3]1[CH:8]=[N:7][C:6]([N:9]2[CH:13]=[N:12][C:11]([CH2:14][OH:15])=[N:10]2)=[C:5]2[NH:16][CH:17]=[CH:18][C:4]=12.C([Mg]Br)C.N1C=CC=CC=1.Cl[C:30](=[O:36])[C:31]([O:33][CH2:34][CH3:35])=[O:32], predict the reaction product. The product is: [OH:15][CH2:14][C:11]1[N:12]=[CH:13][N:9]([C:6]2[N:7]=[CH:8][C:3]([O:2][CH3:1])=[C:4]3[C:18]([C:30](=[O:36])[C:31]([O:33][CH2:34][CH3:35])=[O:32])=[CH:17][NH:16][C:5]=23)[N:10]=1. (5) Given the reactants [NH2:1][C:2]([C:4]1[CH:5]=[C:6]2[C:11](=[CH:12][CH:13]=1)[C:10](=[O:14])[N:9]([CH2:15][CH:16]([CH3:18])[CH3:17])[C:8]([CH2:19][NH:20][C:21](=[O:27])[O:22]C(C)(C)C)=[C:7]2[O:28][CH2:29][CH2:30][CH2:31][CH3:32])=[S:3].Cl.C(N(CC)CC)C.[CH:41]1[C:53]2[CH:52]([CH2:54]OC(Cl)=O)[C:51]3[C:46](=[CH:47][CH:48]=[CH:49][CH:50]=3)[C:45]=2[CH:44]=[CH:43][CH:42]=1, predict the reaction product. The product is: [NH2:1][C:2]([C:4]1[CH:5]=[C:6]2[C:11](=[CH:12][CH:13]=1)[C:10](=[O:14])[N:9]([CH2:15][CH:16]([CH3:18])[CH3:17])[C:8]([CH2:19][NH:20][C:21](=[O:27])[O:22][CH2:54][CH:52]1[C:53]3[CH:41]=[CH:42][CH:43]=[CH:44][C:45]=3[C:46]3[C:51]1=[CH:50][CH:49]=[CH:48][CH:47]=3)=[C:7]2[O:28][CH2:29][CH2:30][CH2:31][CH3:32])=[S:3]. (6) The product is: [OH:1][C:2]1[C:3](=[O:17])[NH:4][C:5](=[O:16])[N:6]([CH2:8][CH2:9][C:10]2[CH:15]=[CH:14][CH:13]=[C:12]([CH3:18])[CH:11]=2)[N:7]=1. Given the reactants [OH:1][C:2]1[C:3](=[O:17])[NH:4][C:5](=[O:16])[N:6]([CH2:8][CH2:9][C:10]2[CH:15]=[CH:14][CH:13]=[CH:12][CH:11]=2)[N:7]=1.[CH3:18]O, predict the reaction product. (7) Given the reactants [Cl:1][C:2]1[CH:3]=[C:4]([CH2:8][C:9]#[N:10])[CH:5]=[CH:6][CH:7]=1.Cl.[O:12]1CCO[CH2:14][CH2:13]1, predict the reaction product. The product is: [ClH:1].[Cl:1][C:2]1[CH:3]=[C:4]([CH2:8][C:9](=[NH:10])[O:12][CH2:13][CH3:14])[CH:5]=[CH:6][CH:7]=1. (8) Given the reactants [CH:1]1([OH:6])[CH2:5][CH2:4][CH2:3][CH2:2]1.[H-].[Na+].[O:9]1[C:13]2([CH2:18][CH2:17][CH:16]([NH:19][C:20]3[N:21]=[CH:22][C:23]4[C:28]([CH:29]=3)=[C:27](F)[CH:26]=[CH:25][C:24]=4[CH3:31])[CH2:15][CH2:14]2)[O:12][CH2:11][CH2:10]1.C1OCCOCCOCCOCCOC1, predict the reaction product. The product is: [CH:1]1([O:6][C:27]2[CH:26]=[CH:25][C:24]([CH3:31])=[C:23]3[C:28]=2[CH:29]=[C:20]([NH:19][CH:16]2[CH2:17][CH2:18][C:13]4([O:12][CH2:11][CH2:10][O:9]4)[CH2:14][CH2:15]2)[N:21]=[CH:22]3)[CH2:5][CH2:4][CH2:3][CH2:2]1. (9) Given the reactants [CH:1]([O:14][C:15]([C:17]1([O:20]/[N:21]=[C:22](/[C:26]2[N:27]=[C:28]([NH:31][C:32]([O:34][C:35]([CH3:38])([CH3:37])[CH3:36])=[O:33])[S:29][CH:30]=2)\[C:23]([OH:25])=O)[CH2:19][CH2:18]1)=[O:16])([C:8]1[CH:13]=[CH:12][CH:11]=[CH:10][CH:9]=1)[C:2]1[CH:7]=[CH:6][CH:5]=[CH:4][CH:3]=1.CCN(C(C)C)C(C)C.CN(C(ON1N=NC2C=CC=NC1=2)=[N+](C)C)C.F[P-](F)(F)(F)(F)F.[N:72]1([CH2:77][C@H:78]2[NH:81][C:80](=[O:82])[C@H:79]2[NH2:83])[CH:76]=[N:75][CH:74]=[N:73]1, predict the reaction product. The product is: [N:72]1([CH2:77][C@@H:78]2[C@H:79]([NH:83][C:23](=[O:25])/[C:22](=[N:21]\[O:20][C:17]3([C:15]([O:14][CH:1]([C:8]4[CH:13]=[CH:12][CH:11]=[CH:10][CH:9]=4)[C:2]4[CH:3]=[CH:4][CH:5]=[CH:6][CH:7]=4)=[O:16])[CH2:18][CH2:19]3)/[C:26]3[N:27]=[C:28]([NH:31][C:32]([O:34][C:35]([CH3:36])([CH3:37])[CH3:38])=[O:33])[S:29][CH:30]=3)[C:80](=[O:82])[NH:81]2)[CH:76]=[N:75][CH:74]=[N:73]1. (10) Given the reactants [Cl:1][C:2]1[CH:7]=[CH:6][C:5]([CH:8]([OH:13])[C:9]([F:12])([F:11])[F:10])=[C:4]([N:14]2[CH:18]=[CH:17][C:16]([CH3:19])=[N:15]2)[CH:3]=1.[NH2:20][C:21]1[N:26]=[C:25]([C:27]2[CH:32]=[CH:31][C:30]([CH2:33][C@H:34]([NH:38]C(OC(C)(C)C)=O)[C:35]([OH:37])=[O:36])=[CH:29][CH:28]=2)[CH:24]=[C:23](Cl)[N:22]=1.O1CCOCC1.C([O-])([O-])=O.[Cs+].[Cs+], predict the reaction product. The product is: [NH2:38][C@@H:34]([CH2:33][C:30]1[CH:31]=[CH:32][C:27]([C:25]2[CH:24]=[C:23]([O:13][CH:8]([C:5]3[CH:6]=[CH:7][C:2]([Cl:1])=[CH:3][C:4]=3[N:14]3[CH:18]=[CH:17][C:16]([CH3:19])=[N:15]3)[C:9]([F:12])([F:11])[F:10])[N:22]=[C:21]([NH2:20])[N:26]=2)=[CH:28][CH:29]=1)[C:35]([OH:37])=[O:36].